From a dataset of Forward reaction prediction with 1.9M reactions from USPTO patents (1976-2016). Predict the product of the given reaction. (1) Given the reactants CON(C)[C:4](=[O:19])[CH2:5][CH:6]([C:13]1[CH:18]=[CH:17][CH:16]=[CH:15][CH:14]=1)[C:7]1[CH:12]=[CH:11][CH:10]=[CH:9][CH:8]=1.[F:21][C:22]1[CH:27]=[C:26](I)[C:25]([CH3:29])=[CH:24][N:23]=1, predict the reaction product. The product is: [F:21][C:22]1[CH:27]=[C:26]([C:4](=[O:19])[CH2:5][CH:6]([C:7]2[CH:8]=[CH:9][CH:10]=[CH:11][CH:12]=2)[C:13]2[CH:14]=[CH:15][CH:16]=[CH:17][CH:18]=2)[C:25]([CH3:29])=[CH:24][N:23]=1. (2) Given the reactants [Cl:1][C:2]1[CH:3]=[N:4][C:5]([O:11][C:12]2[CH:17]=[CH:16][C:15]([F:18])=[C:14]([F:19])[CH:13]=2)=[C:6]([CH:10]=1)[C:7]([OH:9])=O.Cl.[CH3:21][N:22]([C:24]1[CH:35]=[CH:34][C:27]([C:28]([O:30][CH2:31][CH:32]=[CH2:33])=[O:29])=[CH:26][CH:25]=1)[NH2:23].C1C=CC2N(O)N=NC=2C=1.CCN=C=NCCCN(C)C, predict the reaction product. The product is: [Cl:1][C:2]1[CH:10]=[C:6]([C:7]([NH:23][N:22]([C:24]2[CH:35]=[CH:34][C:27]([C:28]([O:30][CH2:31][CH:32]=[CH2:33])=[O:29])=[CH:26][CH:25]=2)[CH3:21])=[O:9])[C:5]([O:11][C:12]2[CH:17]=[CH:16][C:15]([F:18])=[C:14]([F:19])[CH:13]=2)=[N:4][CH:3]=1. (3) The product is: [OH:8][C:9]1[CH:14]=[CH:13][C:12]([C:15]([N:17]2[CH2:18][CH2:19][N:20]([CH3:23])[CH2:21][CH2:22]2)=[O:16])=[C:11]([O:24][CH3:25])[CH:10]=1. Given the reactants C([O:8][C:9]1[CH:14]=[CH:13][C:12]([C:15]([N:17]2[CH2:22][CH2:21][N:20]([CH3:23])[CH2:19][CH2:18]2)=[O:16])=[C:11]([O:24][CH3:25])[CH:10]=1)C1C=CC=CC=1.C([O-])=O.[NH4+].CO, predict the reaction product. (4) Given the reactants [CH3:1][N:2]1[CH:6]=[C:5](B2OC(C)(C)C(C)(C)O2)[CH:4]=[N:3]1.[Cl:16][C:17]1[C:18](I)=[N:19][CH:20]=[C:21]([Cl:23])[N:22]=1.P([O-])([O-])([O-])=O.[K+].[K+].[K+], predict the reaction product. The product is: [Cl:16][C:17]1[C:18]([C:5]2[CH:4]=[N:3][N:2]([CH3:1])[CH:6]=2)=[N:19][CH:20]=[C:21]([Cl:23])[N:22]=1. (5) Given the reactants [CH2:1]([O:8][C:9]1[CH:14]=[C:13]([N+:15]([O-])=O)[C:12]([F:18])=[CH:11][C:10]=1[C:19]([F:22])([F:21])[F:20])[C:2]1[CH:7]=[CH:6][CH:5]=[CH:4][CH:3]=1.[BH4-].[Na+], predict the reaction product. The product is: [CH2:1]([O:8][C:9]1[C:10]([C:19]([F:22])([F:20])[F:21])=[CH:11][C:12]([F:18])=[C:13]([CH:14]=1)[NH2:15])[C:2]1[CH:3]=[CH:4][CH:5]=[CH:6][CH:7]=1. (6) Given the reactants CON(C)[C:4]([C:6]1[N:7]=[CH:8][N:9]([C:11]2[CH:16]=[CH:15][CH:14]=[C:13]([C:17]3[C:18]([O:25][CH3:26])=[N:19][C:20]([O:23][CH3:24])=[N:21][CH:22]=3)[CH:12]=2)[CH:10]=1)=[O:5].[O:28]1[CH:32]=[CH:31][CH:30]=[CH:29]1, predict the reaction product. The product is: [CH3:24][O:23][C:20]1[N:19]=[C:18]([O:25][CH3:26])[C:17]([C:13]2[CH:12]=[C:11]([N:9]3[CH:10]=[C:6]([C:4]([C:29]4[O:28][CH:32]=[CH:31][CH:30]=4)=[O:5])[N:7]=[CH:8]3)[CH:16]=[CH:15][CH:14]=2)=[CH:22][N:21]=1. (7) Given the reactants [Cl:1][C:2]1[CH:3]=[CH:4][C:5]2[N:11]3[C:12]([CH3:15])=[N:13][N:14]=[C:10]3[CH:9]([CH2:16][CH2:17][N:18]3[N:22]=[N:21][C:20]([CH2:23][C:24]([O:26]CC)=[O:25])=[N:19]3)[O:8][CH:7]([C:29]3[CH:34]=[CH:33][CH:32]=[C:31]([O:35][CH3:36])[C:30]=3[O:37][CH3:38])[C:6]=2[CH:39]=1.C(=O)([O-])[O-].[K+].[K+].O1CCCC1.Cl, predict the reaction product. The product is: [Cl:1][C:2]1[CH:3]=[CH:4][C:5]2[N:11]3[C:12]([CH3:15])=[N:13][N:14]=[C:10]3[CH:9]([CH2:16][CH2:17][N:18]3[N:22]=[N:21][C:20]([CH2:23][C:24]([OH:26])=[O:25])=[N:19]3)[O:8][CH:7]([C:29]3[CH:34]=[CH:33][CH:32]=[C:31]([O:35][CH3:36])[C:30]=3[O:37][CH3:38])[C:6]=2[CH:39]=1. (8) The product is: [F:1][C:2]1[CH:13]=[CH:12][C:5]2[S:6][C:7]([CH2:10][NH:15][CH3:14])=[C:8]([CH3:9])[C:4]=2[CH:3]=1. Given the reactants [F:1][C:2]1[CH:13]=[CH:12][C:5]2[S:6][C:7]([CH:10]=O)=[C:8]([CH3:9])[C:4]=2[CH:3]=1.[CH3:14][NH2:15].[BH4-].[Na+], predict the reaction product.